Dataset: Catalyst prediction with 721,799 reactions and 888 catalyst types from USPTO. Task: Predict which catalyst facilitates the given reaction. (1) Reactant: Cl[C:2]1[N:11]=[C:10]2[C:5]([C:6](=[O:25])[CH:7]=[C:8]([NH:18][C:19]3[CH:24]=[CH:23][CH:22]=[CH:21][CH:20]=3)[N:9]2[C:12]2[CH:17]=[CH:16][CH:15]=[CH:14][CH:13]=2)=[C:4]([CH3:26])[CH:3]=1.[NH:27]1[CH2:32][CH2:31][O:30][CH2:29][CH2:28]1. Product: [CH3:26][C:4]1[CH:3]=[C:2]([N:27]2[CH2:32][CH2:31][O:30][CH2:29][CH2:28]2)[N:11]=[C:10]2[C:5]=1[C:6](=[O:25])[CH:7]=[C:8]([NH:18][C:19]1[CH:24]=[CH:23][CH:22]=[CH:21][CH:20]=1)[N:9]2[C:12]1[CH:17]=[CH:16][CH:15]=[CH:14][CH:13]=1. The catalyst class is: 12. (2) Reactant: [F:1][C:2]([F:16])([CH:13]([F:15])[F:14])[CH2:3][O:4][C:5]1[CH:12]=[CH:11][C:8]([CH:9]=O)=[CH:7][CH:6]=1.[C@H:17]12[CH2:23][C@H:20]([NH:21][CH2:22]1)[CH2:19][N:18]2[CH2:24][C:25]1[CH:34]=[CH:33][C:28]([C:29]([O:31][CH3:32])=[O:30])=[CH:27][CH:26]=1.C(O[BH-](OC(=O)C)OC(=O)C)(=O)C.[Na+].C(=O)(O)[O-].[Na+]. Product: [F:1][C:2]([F:16])([CH:13]([F:15])[F:14])[CH2:3][O:4][C:5]1[CH:12]=[CH:11][C:8]([CH2:9][N:21]2[CH2:22][C@@H:17]3[CH2:23][C@H:20]2[CH2:19][N:18]3[CH2:24][C:25]2[CH:34]=[CH:33][C:28]([C:29]([O:31][CH3:32])=[O:30])=[CH:27][CH:26]=2)=[CH:7][CH:6]=1. The catalyst class is: 4. (3) Product: [Br:1][C:2]1[CH:7]=[CH:6][C:5]([S:8]([NH:11][CH2:12][C@H:13]2[CH2:18][CH2:17][C@H:16]([C:19]([NH2:29])=[O:20])[CH2:15][CH2:14]2)(=[O:10])=[O:9])=[C:4]([O:22][C:23]([F:26])([F:25])[F:24])[CH:3]=1. Reactant: [Br:1][C:2]1[CH:7]=[CH:6][C:5]([S:8]([NH:11][CH2:12][C@H:13]2[CH2:18][CH2:17][C@H:16]([C:19](O)=[O:20])[CH2:15][CH2:14]2)(=[O:10])=[O:9])=[C:4]([O:22][C:23]([F:26])([F:25])[F:24])[CH:3]=1.C([N:29](CC)CC)C.ClC(OCC)=O.N. The catalyst class is: 1.